Dataset: Full USPTO retrosynthesis dataset with 1.9M reactions from patents (1976-2016). Task: Predict the reactants needed to synthesize the given product. Given the product [Cl:7][C:8]1[N:13]=[C:12]([N:14]([C:22]([O:24][C:25]([CH3:26])([CH3:27])[CH3:28])=[O:23])[C:15]([O:17][C:18]([CH3:19])([CH3:20])[CH3:21])=[O:16])[N:11]=[C:10]2[N:29]([CH2:37][C:38]3[CH:39]=[CH:40][C:41]([O:44][CH3:45])=[CH:42][CH:43]=3)[N:30]=[C:31]([CH2:32][CH2:33][OH:36])[C:9]=12, predict the reactants needed to synthesize it. The reactants are: I([O-])(=O)(=O)=O.[Na+].[Cl:7][C:8]1[N:13]=[C:12]([N:14]([C:22]([O:24][C:25]([CH3:28])([CH3:27])[CH3:26])=[O:23])[C:15]([O:17][C:18]([CH3:21])([CH3:20])[CH3:19])=[O:16])[N:11]=[C:10]2[N:29]([CH2:37][C:38]3[CH:43]=[CH:42][C:41]([O:44][CH3:45])=[CH:40][CH:39]=3)[N:30]=[C:31]([CH2:32][CH:33]([OH:36])CO)[C:9]=12.O1CCCC1.CO.